The task is: Regression. Given a peptide amino acid sequence and an MHC pseudo amino acid sequence, predict their binding affinity value. This is MHC class II binding data.. This data is from Peptide-MHC class II binding affinity with 134,281 pairs from IEDB. (1) The peptide sequence is SLLWNGPMAVSMTGVK. The MHC is HLA-DQA10102-DQB10501 with pseudo-sequence HLA-DQA10102-DQB10501. The binding affinity (normalized) is 0.543. (2) The peptide sequence is VLAIVALVVATIIAI. The MHC is DRB1_1101 with pseudo-sequence DRB1_1101. The binding affinity (normalized) is 0.171. (3) The peptide sequence is EKKYFAATQFEPLNA. The MHC is HLA-DPA10201-DPB10101 with pseudo-sequence HLA-DPA10201-DPB10101. The binding affinity (normalized) is 0.846.